Dataset: Forward reaction prediction with 1.9M reactions from USPTO patents (1976-2016). Task: Predict the product of the given reaction. (1) Given the reactants [Cl:1][C:2]1[C:10]([O:11]CC2C=CC=CC=2)=[CH:9][CH:8]=[C:7]2[C:3]=1[CH:4]=[C:5]([CH:28]([F:30])[F:29])[N:6]2[S:19]([C:22]1[CH:27]=[CH:26][CH:25]=[CH:24][CH:23]=1)(=[O:21])=[O:20].B(Br)(Br)Br.C([O-])(O)=O.[Na+], predict the reaction product. The product is: [Cl:1][C:2]1[C:10]([OH:11])=[CH:9][CH:8]=[C:7]2[C:3]=1[CH:4]=[C:5]([CH:28]([F:30])[F:29])[N:6]2[S:19]([C:22]1[CH:27]=[CH:26][CH:25]=[CH:24][CH:23]=1)(=[O:21])=[O:20]. (2) Given the reactants [CH2:1]([O:8][C:9]1[CH:36]=[CH:35][C:12]([C:13]([NH:15][C:16]2[C:17](Cl)=[CH:18][C:19]([O:22][CH2:23][C@@H:24]([NH:26][C:27](=[O:33])[O:28][C:29]([CH3:32])([CH3:31])[CH3:30])[CH3:25])=[N:20][CH:21]=2)=[O:14])=[CH:11][C:10]=1[F:37])[C:2]1[CH:7]=[CH:6][CH:5]=[CH:4][CH:3]=1.C(=O)([O-])[O-].[K+].[K+].C(OCC)(=O)C, predict the reaction product. The product is: [CH2:1]([O:8][C:9]1[CH:36]=[CH:35][C:12]([C:13]2[O:14][C:17]3[CH:18]=[C:19]([O:22][CH2:23][C@@H:24]([NH:26][C:27](=[O:33])[O:28][C:29]([CH3:32])([CH3:31])[CH3:30])[CH3:25])[N:20]=[CH:21][C:16]=3[N:15]=2)=[CH:11][C:10]=1[F:37])[C:2]1[CH:7]=[CH:6][CH:5]=[CH:4][CH:3]=1. (3) Given the reactants N.[C:2]1([CH3:12])[CH:7]=[CH:6][C:5](S(O)(=O)=O)=CC=1.[NH2:13][CH:14]([C:17]#[N:18])[C:15]#[N:16].C(OC)(OC)(OC)CCCC.[CH2:30]([NH2:34])[CH:31]([CH3:33])[CH3:32], predict the reaction product. The product is: [NH2:16][C:15]1[N:34]([CH2:30][CH:31]([CH3:33])[CH3:32])[C:5]([CH2:6][CH2:7][CH2:2][CH3:12])=[N:13][C:14]=1[C:17]#[N:18]. (4) Given the reactants [F:1][C:2]1[CH:9]=[CH:8][C:7]([CH2:10][CH2:11]O)=[CH:6][C:3]=1[C:4]#[N:5].C(N(CC)CC)C.CS(Cl)(=O)=O.[Li+].[Br-:26], predict the reaction product. The product is: [Br:26][CH2:11][CH2:10][C:7]1[CH:8]=[CH:9][C:2]([F:1])=[C:3]([CH:6]=1)[C:4]#[N:5].